From a dataset of Forward reaction prediction with 1.9M reactions from USPTO patents (1976-2016). Predict the product of the given reaction. (1) The product is: [NH2:18][C:4]1[CH:3]=[C:2]([F:1])[C:10]([N:11]2[CH2:12][CH2:13][N:14]([CH3:17])[CH2:15][CH2:16]2)=[CH:9][C:5]=1[C:6]([OH:8])=[O:7]. Given the reactants [F:1][C:2]1[C:10]([N:11]2[CH2:16][CH2:15][N:14]([CH3:17])[CH2:13][CH2:12]2)=[CH:9][C:5]([C:6]([OH:8])=[O:7])=[C:4]([N+:18]([O-])=O)[CH:3]=1.[H][H], predict the reaction product. (2) Given the reactants [C:1]([O:5][C:6]([N:8]1[CH2:12][CH2:11][CH2:10][CH:9]1[C:13]([O:15][CH2:16][C:17]([C:19]1[CH:32]=[CH:31][C:30]2[C:29]3[C:24](=[CH:25][C:26](Br)=[CH:27][CH:28]=3)[CH2:23][CH2:22][C:21]=2[CH:20]=1)=[O:18])=[O:14])=[O:7])([CH3:4])([CH3:3])[CH3:2].[CH2:34]([Sn](CCCC)(CCCC)[C:39]([O:41]CC)=[CH2:40])[CH2:35]CC.C1C(=O)N(Br)[C:54](=[O:55])[CH2:53]1.[C:60]([O:64][C:65]([N:67]1[CH:72]([C:73]([OH:75])=[O:74])[CH:71]2[CH2:76][CH:68]1[CH2:69][CH2:70]2)=[O:66])([CH3:63])([CH3:62])[CH3:61].CCN(C(C)C)C(C)C, predict the reaction product. The product is: [C:60]([O:64][C:65]([N:67]1[CH:72]([C:73]([O:75][CH2:40][C:39]([C:26]2[CH:27]=[CH:28][C:29]3[C:30]4[C:21](=[CH:20][C:19]([C:17](=[O:18])[CH2:16][O:15][C:13]([CH:9]5[CH2:10][CH2:11][CH2:12][N:8]5[C:6]([O:5][C:1]([CH3:4])([CH3:3])[CH3:2])=[O:7])=[O:14])=[CH:32][CH:31]=4)[CH2:22][CH2:23][C:24]=3[CH:25]=2)=[O:41])=[O:74])[CH:71]2[CH2:76][CH:68]1[CH2:69][CH2:70]2)=[O:66])([CH3:63])([CH3:61])[CH3:62].[C:60]([O:64][C:65]([N:67]1[CH:72]([C:73]([O:75][CH2:53][C:54]([C:26]2[CH:27]=[CH:28][C:29]3[C:30]4[C:21](=[CH:20][C:19]([C:17](=[O:18])[CH2:16][O:15][C:13]([CH:9]5[CH2:10][CH2:11][CH2:12][N:8]5[C:6]([O:5][CH2:1][CH2:4][CH2:34][CH3:35])=[O:7])=[O:14])=[CH:32][CH:31]=4)[CH2:22][CH2:23][C:24]=3[CH:25]=2)=[O:55])=[O:74])[CH:71]2[CH2:76][CH:68]1[CH2:69][CH2:70]2)=[O:66])([CH3:63])([CH3:61])[CH3:62]. (3) Given the reactants [CH3:1][N:2]1[N:11]=[N:10][C:9]2[N:5]([CH:6]=[N:7][C:8]=2[C:12]([NH2:14])=[O:13])[C:3]1=[O:4].Cl.C1COCC1.C(O)(=O)C, predict the reaction product. The product is: [CH3:1][N:2]1[N:11]=[N:10][C:9]2[N:5]([CH:6]=[N:7][C:8]=2[C:12]([NH2:14])=[O:13])[C:3]1=[O:4]. (4) Given the reactants [NH2:1][C:2]1[C:11]2[N:12]=[C:13]3[CH2:18][O:17][CH2:16][C@H:15]([CH2:19][NH:20]C(=O)OC(C)(C)C)[N:14]3[C:10]=2[C:9]2[C:4](=[CH:5][CH:6]=[CH:7][CH:8]=2)[N:3]=1.Cl, predict the reaction product. The product is: [NH2:20][CH2:19][C@@H:15]1[N:14]2[C:10]3[C:9]4[C:4](=[CH:5][CH:6]=[CH:7][CH:8]=4)[N:3]=[C:2]([NH2:1])[C:11]=3[N:12]=[C:13]2[CH2:18][O:17][CH2:16]1. (5) Given the reactants [CH2:1]([N:8]=[N+:9]=[N-:10])[C:2]1[CH:7]=[CH:6][CH:5]=[CH:4][CH:3]=1.[C:11]([C:13]1[CH:22]=[CH:21][C:20]2[C:15](=[CH:16][CH:17]=[CH:18][CH:19]=2)[CH:14]=1)#[CH:12], predict the reaction product. The product is: [CH2:1]([N:8]1[C:11]([C:13]2[CH:22]=[CH:21][C:20]3[C:15](=[CH:16][CH:17]=[CH:18][CH:19]=3)[CH:14]=2)=[CH:12][N:10]=[N:9]1)[C:2]1[CH:7]=[CH:6][CH:5]=[CH:4][CH:3]=1.